From a dataset of Full USPTO retrosynthesis dataset with 1.9M reactions from patents (1976-2016). Predict the reactants needed to synthesize the given product. (1) Given the product [Si:27]([O:1][C:2]1[CH:3]=[C:4]([CH:9]=[CH:10][C:11]=1[O:12][CH3:13])[C:5]([O:7][CH3:8])=[O:6])([C:23]([CH3:26])([CH3:25])[CH3:24])([CH3:29])[CH3:28], predict the reactants needed to synthesize it. The reactants are: [OH:1][C:2]1[CH:3]=[C:4]([CH:9]=[CH:10][C:11]=1[O:12][CH3:13])[C:5]([O:7][CH3:8])=[O:6].C(N(C(C)C)C(C)C)C.[C:23]([Si:27](Cl)([CH3:29])[CH3:28])([CH3:26])([CH3:25])[CH3:24].O. (2) The reactants are: FC1C=C(C=C(C(N[C:26]([C:28]2[N:29](C)[C:30]3[C:35]([C:36]=2[CH3:37])=[CH:34][C:33]([F:38])=[CH:32][CH:31]=3)=[O:27])C)C=1)OC1C=CC(OC(C)(C)C(O)=O)=C(C)C=1.[NH2:40][C@@H:41]([C:43]1[CH:44]=[C:45]([CH:60]=[C:61]([CH3:63])[CH:62]=1)[O:46][C:47]1[CH:52]=[CH:51][C:50]([CH2:53][CH2:54][C:55]([OH:57])=[O:56])=[C:49]([CH2:58][CH3:59])[CH:48]=1)[CH3:42]. Given the product [CH2:58]([C:49]1[CH:48]=[C:47]([O:46][C:45]2[CH:60]=[C:61]([CH3:63])[CH:62]=[C:43]([C@H:41]([NH:40][C:26]([C:28]3[NH:29][C:30]4[C:35]([C:36]=3[CH3:37])=[CH:34][C:33]([F:38])=[CH:32][CH:31]=4)=[O:27])[CH3:42])[CH:44]=2)[CH:52]=[CH:51][C:50]=1[CH2:53][CH2:54][C:55]([OH:57])=[O:56])[CH3:59], predict the reactants needed to synthesize it.